Dataset: Reaction yield outcomes from USPTO patents with 853,638 reactions. Task: Predict the reaction yield, written as a fraction of the theoretical maximum amount of product (1.0 means a 100% yield; for example, 0.34 means a 34% yield). (1) The reactants are [Br:1][C:2]1[CH:3]=[C:4]2[C:8](=[CH:9][CH:10]=1)[NH:7][CH:6]=[CH:5]2.[CH:11]([Si:14](Cl)([CH:18]([CH3:20])[CH3:19])[CH:15]([CH3:17])[CH3:16])([CH3:13])[CH3:12]. The catalyst is O1CCCC1. The product is [Br:1][C:2]1[CH:3]=[C:4]2[C:8](=[CH:9][CH:10]=1)[N:7]([Si:14]([CH:18]([CH3:20])[CH3:19])([CH:15]([CH3:17])[CH3:16])[CH:11]([CH3:13])[CH3:12])[CH:6]=[CH:5]2. The yield is 0.960. (2) The reactants are C([C:4]1[CH:5]=[CH:6][C:7]2[O:11][C@:10]([CH2:16]C)([C:12]([O:14][CH3:15])=[O:13])[CH2:9][C:8]=2[CH:18]=1)(=O)C.[OH-:19].[K+].B(Br)(Br)Br.C[Si](C=[N+]=[N-])(C)C.C([OH:34])C. The catalyst is ClCCl.C1C=CC=CC=1.CO. The product is [CH3:9][C:10]1([C:12]([O:14][CH3:15])=[O:13])[O:11][C:7]2[CH:8]=[C:18]([OH:34])[CH:4]=[CH:5][C:6]=2[O:19][CH2:16]1. The yield is 0.750. (3) The reactants are [Br:1][C:2]1[CH:7]=[C:6]([F:8])[CH:5]=[C:4](Br)[C:3]=1[F:10].C(=[NH:24])(C1C=CC=CC=1)C1C=CC=CC=1.CC(C)([O-])C.[Na+].C1C=CC(P(C2C=CC3C(=CC=CC=3)C=2C2C3C(=CC=CC=3)C=CC=2P(C2C=CC=CC=2)C2C=CC=CC=2)C2C=CC=CC=2)=CC=1.Cl. The catalyst is CCOCC.C1COCC1.C1C=CC(/C=C/C(/C=C/C2C=CC=CC=2)=O)=CC=1.C1C=CC(/C=C/C(/C=C/C2C=CC=CC=2)=O)=CC=1.C1C=CC(/C=C/C(/C=C/C2C=CC=CC=2)=O)=CC=1.[Pd].[Pd].[Pd]. The product is [Br:1][C:2]1[C:3]([F:10])=[C:4]([CH:5]=[C:6]([F:8])[CH:7]=1)[NH2:24]. The yield is 0.560. (4) The reactants are [H-].[Al+3].[Li+].[H-].[H-].[H-].C([O:9][C:10]([C:12]1[NH:13][C:14]2[C:19]([CH:20]=1)=[CH:18][C:17]([O:21][CH2:22][C:23](=O)[N:24]([CH3:26])[CH3:25])=[CH:16][CH:15]=2)=O)C. The catalyst is O1CCCC1. The product is [CH3:25][N:24]([CH3:26])[CH2:23][CH2:22][O:21][C:17]1[CH:18]=[C:19]2[C:14](=[CH:15][CH:16]=1)[NH:13][C:12]([CH2:10][OH:9])=[CH:20]2. The yield is 0.540. (5) The reactants are [N+:1]([C:4]1[CH:5]=[C:6]2[C:11](=[CH:12][CH:13]=1)[NH:10][C:9](=[O:14])[CH2:8][CH2:7]2)([O-:3])=[O:2].Cl.Cl[CH2:17][CH2:18][N:19]1[CH2:24][CH2:23][CH2:22][CH2:21][CH2:20]1.C(=O)([O-])[O-].[K+].[K+].O. The product is [N+:1]([C:4]1[CH:5]=[C:6]2[C:11](=[CH:12][CH:13]=1)[N:10]([CH2:17][CH2:18][N:19]1[CH2:24][CH2:23][CH2:22][CH2:21][CH2:20]1)[C:9](=[O:14])[CH2:8][CH2:7]2)([O-:3])=[O:2]. The catalyst is CN(C=O)C. The yield is 0.887. (6) The reactants are [Br:1][C:2]1[C:10]([F:11])=[CH:9][C:5]([C:6]([OH:8])=O)=[C:4]([Cl:12])[CH:3]=1.CN(C(ON1N=NC2C=CC=CC1=2)=[N+](C)C)C.F[P-](F)(F)(F)(F)F.[CH3:37][N:38]1[CH2:43][CH2:42][CH:41]([NH2:44])[CH2:40][CH2:39]1.CCN(C(C)C)C(C)C. The catalyst is CN(C=O)C. The product is [Br:1][C:2]1[C:10]([F:11])=[CH:9][C:5]([C:6]([NH:44][CH:41]2[CH2:42][CH2:43][N:38]([CH3:37])[CH2:39][CH2:40]2)=[O:8])=[C:4]([Cl:12])[CH:3]=1. The yield is 0.820.